Dataset: Merck oncology drug combination screen with 23,052 pairs across 39 cell lines. Task: Regression. Given two drug SMILES strings and cell line genomic features, predict the synergy score measuring deviation from expected non-interaction effect. (1) Drug 1: CCC1=CC2CN(C1)Cc1c([nH]c3ccccc13)C(C(=O)OC)(c1cc3c(cc1OC)N(C)C1C(O)(C(=O)OC)C(OC(C)=O)C4(CC)C=CCN5CCC31C54)C2. Drug 2: CCc1cnn2c(NCc3ccc[n+]([O-])c3)cc(N3CCCCC3CCO)nc12. Cell line: MDAMB436. Synergy scores: synergy=-6.40. (2) Drug 1: NC1(c2ccc(-c3nc4ccn5c(=O)[nH]nc5c4cc3-c3ccccc3)cc2)CCC1. Drug 2: CCc1cnn2c(NCc3ccc[n+]([O-])c3)cc(N3CCCCC3CCO)nc12. Cell line: HT29. Synergy scores: synergy=15.5.